This data is from Forward reaction prediction with 1.9M reactions from USPTO patents (1976-2016). The task is: Predict the product of the given reaction. (1) The product is: [O:24]=[S:16]1(=[O:25])[C:17]2[CH:23]=[CH:22][CH:21]=[CH:20][C:18]=2[CH2:19][N:13]([C:4]2[CH:3]=[C:2]([NH:26][CH2:27][CH:28]([OH:33])[CH2:29][C:30]([OH:32])=[O:31])[C:11]3[C:6](=[CH:7][CH:8]=[C:9]([CH3:12])[CH:10]=3)[N:5]=2)[CH2:14][CH2:15]1. Given the reactants Cl[C:2]1[C:11]2[C:6](=[CH:7][CH:8]=[C:9]([CH3:12])[CH:10]=2)[N:5]=[C:4]([N:13]2[CH2:19][C:18]3[CH:20]=[CH:21][CH:22]=[CH:23][C:17]=3[S:16](=[O:25])(=[O:24])[CH2:15][CH2:14]2)[CH:3]=1.[NH2:26][CH2:27][CH:28]([OH:33])[CH2:29][C:30]([OH:32])=[O:31], predict the reaction product. (2) The product is: [OH:8][NH:9][C:10](=[O:42])[C@H:11]([N:18]([CH2:32][C:33]1[CH:38]=[CH:37][C:36]2[O:39][CH2:40][O:41][C:35]=2[CH:34]=1)[S:19]([C:22]1[C:23]([CH3:31])=[CH:24][C:25]([O:29][CH3:30])=[CH:26][C:27]=1[CH3:28])(=[O:20])=[O:21])[CH2:12][NH:13][S:14]([CH3:17])(=[O:16])=[O:15]. Given the reactants C([O:8][NH:9][C:10](=[O:42])[C@H:11]([N:18]([CH2:32][C:33]1[CH:38]=[CH:37][C:36]2[O:39][CH2:40][O:41][C:35]=2[CH:34]=1)[S:19]([C:22]1[C:27]([CH3:28])=[CH:26][C:25]([O:29][CH3:30])=[CH:24][C:23]=1[CH3:31])(=[O:21])=[O:20])[CH2:12][NH:13][S:14]([CH3:17])(=[O:16])=[O:15])C1C=CC=CC=1, predict the reaction product.